From a dataset of Catalyst prediction with 721,799 reactions and 888 catalyst types from USPTO. Predict which catalyst facilitates the given reaction. (1) Reactant: [NH2:1][CH2:2][CH2:3][S:4][C:5]1[N:13]=[CH:12][C:11]([O:14][CH3:15])=[CH:10][C:6]=1[C:7](O)=[O:8].CCN=C=NCCCN(C)C.CCN(C(C)C)C(C)C. Product: [CH3:15][O:14][C:11]1[CH:12]=[N:13][C:5]2[S:4][CH2:3][CH2:2][NH:1][C:7](=[O:8])[C:6]=2[CH:10]=1. The catalyst class is: 2. (2) Reactant: CN(C)[CH:3]=[C:4]([C:7]1[CH:12]=[CH:11][CH:10]=[CH:9][C:8]=1[N+:13]([O-:15])=[O:14])[CH:5]=O.[NH2:17][C:18]([NH2:20])=[O:19].Cl.CO. Product: [N+:13]([C:8]1[CH:9]=[CH:10][CH:11]=[CH:12][C:7]=1[C:4]1[CH:3]=[N:17][C:18]([OH:19])=[N:20][CH:5]=1)([O-:15])=[O:14]. The catalyst class is: 8.